This data is from Full USPTO retrosynthesis dataset with 1.9M reactions from patents (1976-2016). The task is: Predict the reactants needed to synthesize the given product. (1) The reactants are: [NH:1]1[C:9]2[C:4](=[CH:5][CH:6]=[CH:7][CH:8]=2)[CH:3]=[CH:2]1.I[C:11]1[CH:17]=[CH:16][CH:15]=[CH:14][C:12]=1[NH2:13].[O-]P([O-])([O-])=O.[K+].[K+].[K+].CN[C@@H]1CCCC[C@H]1NC. Given the product [NH2:13][C:12]1[CH:14]=[CH:15][CH:16]=[CH:17][C:11]=1[N:1]1[C:9]2[C:4](=[CH:5][CH:6]=[CH:7][CH:8]=2)[CH:3]=[CH:2]1, predict the reactants needed to synthesize it. (2) Given the product [CH3:1][O:2][C:3]1[CH:8]=[CH:7][CH:6]=[CH:5][C:4]=1[N:9]1[CH2:14][CH2:13][N:12]([C:23]([O:25][CH2:26][CH3:27])=[O:24])[CH2:11][CH2:10]1, predict the reactants needed to synthesize it. The reactants are: [CH3:1][O:2][C:3]1[CH:8]=[CH:7][CH:6]=[CH:5][C:4]=1[N:9]1[CH2:14][CH2:13][NH:12][CH2:11][CH2:10]1.C(N(CC)CC)C.Cl[C:23]([O:25][CH2:26][CH3:27])=[O:24]. (3) Given the product [N:24]1([CH2:2][C:3]#[C:4][C:5]2[CH:10]=[CH:9][N:8]=[CH:7][C:6]=2[NH:11][C:12](=[O:18])[O:13][C:14]([CH3:17])([CH3:16])[CH3:15])[CH2:28][CH2:27][CH2:26][CH2:25]1, predict the reactants needed to synthesize it. The reactants are: O[CH2:2][C:3]#[C:4][C:5]1[CH:10]=[CH:9][N:8]=[CH:7][C:6]=1[NH:11][C:12](=[O:18])[O:13][C:14]([CH3:17])([CH3:16])[CH3:15].CS(Cl)(=O)=O.[NH:24]1[CH2:28][CH2:27][CH2:26][CH2:25]1.[Cl-].[Na+]. (4) Given the product [CH2:1]([O:8][C:9]1[CH:10]=[CH:11][C:12]([CH2:15][CH:16]([O:20][CH2:21][CH3:22])[C:17]([O:19][CH2:6][CH2:7][CH2:2][CH2:3][CH2:4][CH3:5])=[O:18])=[CH:13][CH:14]=1)[C:2]1[CH:7]=[CH:6][CH:5]=[CH:4][CH:3]=1, predict the reactants needed to synthesize it. The reactants are: [CH2:1]([O:8][C:9]1[CH:14]=[CH:13][C:12]([CH2:15][CH:16]([O:20][CH2:21][CH3:22])[C:17]([OH:19])=[O:18])=[CH:11][CH:10]=1)[C:2]1[CH:7]=[CH:6][CH:5]=[CH:4][CH:3]=1. (5) Given the product [NH2:4][C:5]1[CH:6]=[C:7]([CH:11]=[CH:12][C:13]=1[CH2:14][CH3:15])[C:8]([N:2]([CH3:3])[CH3:1])=[O:9], predict the reactants needed to synthesize it. The reactants are: [CH3:1][NH:2][CH3:3].[NH2:4][C:5]1[CH:6]=[C:7]([CH:11]=[CH:12][C:13]=1[CH2:14][CH3:15])[C:8](O)=[O:9].CCN(CC)CC.F[P-](F)(F)(F)(F)F.N1(OC(N(C)C)=[N+](C)C)C2N=CC=CC=2C=C1. (6) Given the product [NH2:14][C:10]1[C:11]([F:13])=[CH:12][C:2]([Cl:1])=[C:3]([CH:9]=1)[C:4]([O:6][CH2:7][CH3:8])=[O:5], predict the reactants needed to synthesize it. The reactants are: [Cl:1][C:2]1[CH:12]=[C:11]([F:13])[C:10]([N+:14]([O-])=O)=[CH:9][C:3]=1[C:4]([O:6][CH2:7][CH3:8])=[O:5].